From a dataset of Forward reaction prediction with 1.9M reactions from USPTO patents (1976-2016). Predict the product of the given reaction. (1) Given the reactants [C:1]([C:3]1[C:4]([N:15]2[CH2:20][CH2:19][CH:18]([C:21]([OH:23])=O)[CH2:17][CH2:16]2)=[N:5][C:6]([CH3:14])=[C:7]([C:9]([O:11][CH2:12][CH3:13])=[O:10])[CH:8]=1)#[N:2].CCN=C=NCCCN(C)C.C1C=CC2N(O)N=NC=2C=1.[Cl:45][C:46]1[CH:47]=[C:48]([CH2:53][S:54]([NH2:57])(=[O:56])=[O:55])[CH:49]=[CH:50][C:51]=1[Cl:52].CCN(C(C)C)C(C)C, predict the reaction product. The product is: [C:1]([C:3]1[C:4]([N:15]2[CH2:16][CH2:17][CH:18]([C:21]([NH:57][S:54]([CH2:53][C:48]3[CH:49]=[CH:50][C:51]([Cl:52])=[C:46]([Cl:45])[CH:47]=3)(=[O:55])=[O:56])=[O:23])[CH2:19][CH2:20]2)=[N:5][C:6]([CH3:14])=[C:7]([CH:8]=1)[C:9]([O:11][CH2:12][CH3:13])=[O:10])#[N:2]. (2) Given the reactants [F:1][C:2]1[CH:9]=[CH:8][C:5]([CH2:6][OH:7])=[CH:4][CH:3]=1.C1(P(C2C=CC=CC=2)C2C=CC=CC=2)C=CC=CC=1.[CH3:29][O:30][C:31]([C@@H:33]1[CH2:37][C:36](=[O:38])[N:35]([C:39]2[CH:44]=[CH:43][C:42](O)=[CH:41][CH:40]=2)[CH2:34]1)=[O:32].N(C(OC(C)C)=O)=NC(OC(C)C)=O, predict the reaction product. The product is: [CH3:29][O:30][C:31]([C@@H:33]1[CH2:37][C:36](=[O:38])[N:35]([C:39]2[CH:44]=[CH:43][C:42]([O:7][CH2:6][C:5]3[CH:8]=[CH:9][C:2]([F:1])=[CH:3][CH:4]=3)=[CH:41][CH:40]=2)[CH2:34]1)=[O:32]. (3) Given the reactants C([O:3][C:4]([C:6]1([NH:15][C:16]([C:18]2[CH:26]=[CH:25][C:21]3[S:22][CH:23]=[CH:24][C:20]=3[CH:19]=2)=[O:17])[CH2:14][C:13]2[C:8](=[CH:9][CH:10]=[CH:11][CH:12]=2)[CH2:7]1)=[O:5])C.O1CCOCC1.CO.[Li+].[OH-], predict the reaction product. The product is: [S:22]1[CH:23]=[CH:24][C:20]2[CH:19]=[C:18]([C:16]([NH:15][C:6]3([C:4]([OH:5])=[O:3])[CH2:7][C:8]4[C:13](=[CH:12][CH:11]=[CH:10][CH:9]=4)[CH2:14]3)=[O:17])[CH:26]=[CH:25][C:21]1=2. (4) Given the reactants Br[CH2:2][CH2:3][CH:4]=[CH2:5].[S:6]([O-:9])([O-:8])=[O:7].[Na+:10].[Na+], predict the reaction product. The product is: [CH2:2]([S:6]([O-:9])(=[O:8])=[O:7])[CH2:3][CH:4]=[CH2:5].[Na+:10].